Task: Predict the reactants needed to synthesize the given product.. Dataset: Full USPTO retrosynthesis dataset with 1.9M reactions from patents (1976-2016) Given the product [F:1][C:2]1[C:17]([F:18])=[C:16]([CH2:19][NH:26][CH2:21][CH2:22][CH2:23][CH2:24][CH3:25])[CH:15]=[CH:14][C:3]=1[O:4][C:5]1[CH:13]=[CH:12][C:8]([C:9]([NH2:11])=[O:10])=[CH:7][N:6]=1, predict the reactants needed to synthesize it. The reactants are: [F:1][C:2]1[C:17]([F:18])=[C:16]([CH:19]=O)[CH:15]=[CH:14][C:3]=1[O:4][C:5]1[CH:13]=[CH:12][C:8]([C:9]([NH2:11])=[O:10])=[CH:7][N:6]=1.[CH2:21]([NH2:26])[CH2:22][CH2:23][CH2:24][CH3:25].[BH4-].[Na+].